Dataset: Reaction yield outcomes from USPTO patents with 853,638 reactions. Task: Predict the reaction yield, written as a fraction of the theoretical maximum amount of product (1.0 means a 100% yield; for example, 0.34 means a 34% yield). (1) The reactants are Br[C:2]1[C:3]([N:17]2[CH2:22][CH2:21][CH2:20][C@@H:19]([NH:23][C:24](=[O:30])[O:25][C:26]([CH3:29])([CH3:28])[CH3:27])[CH2:18]2)=[C:4]2[C:10]([NH:11][C:12](=[O:16])[CH:13]([CH3:15])[CH3:14])=[CH:9][NH:8][C:5]2=[N:6][CH:7]=1.[Li]C.[Li]CCCC.[Cl:38]C(Cl)(Cl)C(Cl)(Cl)Cl. The catalyst is C1COCC1.O. The product is [Cl:38][C:2]1[C:3]([N:17]2[CH2:22][CH2:21][CH2:20][C@@H:19]([NH:23][C:24](=[O:30])[O:25][C:26]([CH3:29])([CH3:28])[CH3:27])[CH2:18]2)=[C:4]2[C:10]([NH:11][C:12](=[O:16])[CH:13]([CH3:15])[CH3:14])=[CH:9][NH:8][C:5]2=[N:6][CH:7]=1. The yield is 0.367. (2) The reactants are [S:1]([N:11]1[C:15]2=[N:16][CH:17]=[C:18]([NH:20][NH:21]C(OC(C)(C)C)=O)[N:19]=[C:14]2[CH:13]=[CH:12]1)([C:4]1[CH:10]=[CH:9][C:7]([CH3:8])=[CH:6][CH:5]=1)(=[O:3])=[O:2].S(N1C2=NC=C(N(C(OC(C)(C)C)=O)N)N=C2C=C1)(C1C=CC(C)=CC=1)(=O)=O.Cl. The catalyst is O1CCOCC1. The product is [NH:20]([C:18]1[N:19]=[C:14]2[CH:13]=[CH:12][N:11]([S:1]([C:4]3[CH:10]=[CH:9][C:7]([CH3:8])=[CH:6][CH:5]=3)(=[O:2])=[O:3])[C:15]2=[N:16][CH:17]=1)[NH2:21]. The yield is 0.500. (3) The reactants are [Cl:1][C:2]1[CH:7]=[CH:6][C:5]([CH2:8][CH2:9][NH2:10])=[CH:4][CH:3]=1.CCN(C(C)C)C(C)C.[Cl:20][C:21]1[CH:29]=[CH:28][C:24]([C:25](Cl)=[O:26])=[CH:23][C:22]=1[N+:30]([O-:32])=[O:31]. The catalyst is C(Cl)Cl. The product is [Cl:1][C:2]1[CH:7]=[CH:6][C:5]([CH2:8][CH2:9][NH:10][C:25](=[O:26])[C:24]2[CH:28]=[CH:29][C:21]([Cl:20])=[C:22]([N+:30]([O-:32])=[O:31])[CH:23]=2)=[CH:4][CH:3]=1. The yield is 0.860. (4) The reactants are [F:1][C:2]1[CH:7]=[CH:6][C:5]([N:8]2[C:12]3=[N:13][CH:14]=[CH:15][C:16](I)=[C:11]3[CH:10]=[N:9]2)=[CH:4][CH:3]=1.C(=O)([O-])[O-].[K+].[K+].Cl.[CH3:25][C:26]1[C:31](B(O)O)=[CH:30][N:29]=[CH:28]N=1.[CH2:35](Cl)Cl. The catalyst is C1C=CC(P(C2C=CC=CC=2)[C-]2C=CC=C2)=CC=1.C1C=CC(P(C2C=CC=CC=2)[C-]2C=CC=C2)=CC=1.Cl[Pd]Cl.[Fe+2].O.CN1C(=O)CCC1. The product is [F:1][C:2]1[CH:7]=[CH:6][C:5]([N:8]2[C:12]3=[N:13][CH:14]=[CH:15][C:16]([C:25]4[CH:28]=[N:29][CH:30]=[CH:31][C:26]=4[CH3:35])=[C:11]3[CH:10]=[N:9]2)=[CH:4][CH:3]=1. The yield is 0.630.